From a dataset of Full USPTO retrosynthesis dataset with 1.9M reactions from patents (1976-2016). Predict the reactants needed to synthesize the given product. (1) Given the product [CH3:1][C:2]1[CH:10]([Si:40]([Cl:39])([CH3:42])[CH3:41])[C:9]2[C:4]([CH:3]=1)=[C:5]([C:15]1[CH:16]=[C:17]([C:25]([CH3:28])([CH3:27])[CH3:26])[CH:18]=[C:19]([C:21]([CH3:24])([CH3:23])[CH3:22])[CH:20]=1)[CH:6]=[C:7]([C:11]([CH3:12])([CH3:13])[CH3:14])[CH:8]=2, predict the reactants needed to synthesize it. The reactants are: [CH3:1][C:2]1[CH2:3][C:4]2[C:9]([CH:10]=1)=[CH:8][C:7]([C:11]([CH3:14])([CH3:13])[CH3:12])=[CH:6][C:5]=2[C:15]1[CH:20]=[C:19]([C:21]([CH3:24])([CH3:23])[CH3:22])[CH:18]=[C:17]([C:25]([CH3:28])([CH3:27])[CH3:26])[CH:16]=1.C1COCC1.[Li]CCCC.[Cl:39][Si:40](Cl)([CH3:42])[CH3:41]. (2) Given the product [Cl:1][C:2]1[CH:3]=[N:4][C:5]2[C:10]([CH:11]=1)=[CH:9][CH:8]=[CH:7][C:6]=2[NH:12][C:13]1[CH:14]=[C:15]([C:19]2([CH3:26])[NH:24][C:23](=[S:36])[CH2:22][O:21][CH2:20]2)[CH:16]=[CH:17][CH:18]=1, predict the reactants needed to synthesize it. The reactants are: [Cl:1][C:2]1[CH:3]=[N:4][C:5]2[C:10]([CH:11]=1)=[CH:9][CH:8]=[CH:7][C:6]=2[NH:12][C:13]1[CH:14]=[C:15]([C:19]2([CH3:26])[NH:24][C:23](=O)[CH2:22][O:21][CH2:20]2)[CH:16]=[CH:17][CH:18]=1.COC1C=CC(P2(SP(C3C=CC(OC)=CC=3)(=S)S2)=[S:36])=CC=1. (3) Given the product [CH3:1][C:2]1[C:7]([CH3:8])=[C:6]([N+:16]([O-:18])=[O:17])[C:5]([CH3:9])=[CH:4][N+:3]=1[O-:10], predict the reactants needed to synthesize it. The reactants are: [CH3:1][C:2]1[C:7]([CH3:8])=[CH:6][C:5]([CH3:9])=[CH:4][N+:3]=1[O-:10].S(=O)(=O)(O)O.[N+:16]([O-])([OH:18])=[O:17]. (4) Given the product [Cl:1][C:2]1[C:6]([N:7]([CH3:8])[C:26]([C@H:31]2[CH2:32][C@@H:28]([NH:27][C:33](=[O:34])[O:35][C:36]([CH3:37])([CH3:38])[CH3:39])[CH:29]=[CH:30]2)=[O:25])=[CH:5][N:4]([C:9]2[CH:10]=[N:11][CH:12]=[CH:13][CH:14]=2)[N:3]=1, predict the reactants needed to synthesize it. The reactants are: [Cl:1][C:2]1[C:6]([NH:7][CH3:8])=[CH:5][N:4]([C:9]2[CH:10]=[N:11][CH:12]=[CH:13][CH:14]=2)[N:3]=1.[Li+].C[Si]([N-][Si](C)(C)C)(C)C.[O:25]=[C:26]1[C@H:31]2[CH2:32][C@H:28]([CH:29]=[CH:30]2)[N:27]1[C:33]([O:35][C:36]([CH3:39])([CH3:38])[CH3:37])=[O:34]. (5) Given the product [N+:8]([C:5]1[CH:6]=[CH:7][C:2]([S:1][CH2:16][C:17]2[CH:24]=[CH:23][C:20]([CH:21]=[O:22])=[CH:19][CH:18]=2)=[N:3][CH:4]=1)([O-:10])=[O:9], predict the reactants needed to synthesize it. The reactants are: [SH:1][C:2]1[CH:7]=[CH:6][C:5]([N+:8]([O-:10])=[O:9])=[CH:4][N:3]=1.CC(C)=O.Cl[CH2:16][C:17]1[CH:24]=[CH:23][C:20]([CH:21]=[O:22])=[CH:19][CH:18]=1.C(=O)([O-])[O-].[K+].[K+]. (6) Given the product [Cl:28][C:22]1[CH:23]=[N:24][CH:25]=[C:26]([Cl:27])[C:21]=1[NH:20][C:14]1[C:13]2[C:18](=[C:9]([O:8][CH2:7][CH2:6][CH2:5][CH2:4][CH2:3][CH2:2][N:35]3[CH2:36][CH2:37][CH2:38][N:32]([CH3:31])[CH2:33][CH2:34]3)[C:10]([O:29][CH3:30])=[CH:11][CH:12]=2)[NH:17][C:16](=[O:19])[CH:15]=1, predict the reactants needed to synthesize it. The reactants are: Cl[CH2:2][CH2:3][CH2:4][CH2:5][CH2:6][CH2:7][O:8][C:9]1[C:10]([O:29][CH3:30])=[CH:11][CH:12]=[C:13]2[C:18]=1[NH:17][C:16](=[O:19])[CH:15]=[C:14]2[NH:20][C:21]1[C:26]([Cl:27])=[CH:25][N:24]=[CH:23][C:22]=1[Cl:28].[CH3:31][N:32]1[CH2:38][CH2:37][CH2:36][NH:35][CH2:34][CH2:33]1. (7) The reactants are: [CH:1]#[C:2][CH2:3][CH2:4][CH:5]([CH3:7])[CH3:6].[N:8]([CH2:11][CH2:12][CH2:13][CH2:14][CH2:15][CH2:16][NH:17]C(OCC1C=CC=CC=1)=O)=[N+:9]=[N-:10]. Given the product [NH2:17][CH2:16][CH2:15][CH2:14][CH2:13][CH2:12][CH2:11][N:8]1[CH:1]=[C:2]([CH2:3][CH2:4][CH:5]([CH3:7])[CH3:6])[N:10]=[N:9]1, predict the reactants needed to synthesize it. (8) Given the product [CH3:23][O:24][C:25](=[O:42])[CH:26]([C:28]1[CH:33]=[CH:32][CH:31]=[C:30]([NH:34][C:35]([O:37][C:38]([CH3:41])([CH3:40])[CH3:39])=[O:36])[CH:29]=1)[CH2:27][P:11]([CH2:10][CH2:9][CH2:8][CH2:7][C:1]1[CH:6]=[CH:5][CH:4]=[CH:3][CH:2]=1)([OH:12])=[O:13], predict the reactants needed to synthesize it. The reactants are: [C:1]1([CH2:7][CH2:8][CH2:9][CH2:10][PH:11](=[O:13])[OH:12])[CH:6]=[CH:5][CH:4]=[CH:3][CH:2]=1.CCN(C(C)C)C(C)C.[CH3:23][O:24][C:25](=[O:42])[C:26]([C:28]1[CH:33]=[CH:32][CH:31]=[C:30]([NH:34][C:35]([O:37][C:38]([CH3:41])([CH3:40])[CH3:39])=[O:36])[CH:29]=1)=[CH2:27].